From a dataset of Peptide-MHC class I binding affinity with 185,985 pairs from IEDB/IMGT. Regression. Given a peptide amino acid sequence and an MHC pseudo amino acid sequence, predict their binding affinity value. This is MHC class I binding data. (1) The MHC is HLA-A26:01 with pseudo-sequence HLA-A26:01. The binding affinity (normalized) is 0.0847. The peptide sequence is SIYAGNTPK. (2) The binding affinity (normalized) is 0.0847. The MHC is HLA-B15:17 with pseudo-sequence HLA-B15:17. The peptide sequence is DWMERIEDF. (3) The peptide sequence is FVGLALLTL. The MHC is HLA-A03:01 with pseudo-sequence HLA-A03:01. The binding affinity (normalized) is 0. (4) The peptide sequence is FIKDRATAV. The MHC is HLA-B58:01 with pseudo-sequence HLA-B58:01. The binding affinity (normalized) is 0.0847. (5) The peptide sequence is EGPLAGLPV. The MHC is H-2-Dd with pseudo-sequence H-2-Dd. The binding affinity (normalized) is 0.146. (6) The MHC is HLA-B57:03 with pseudo-sequence HLA-B57:03. The peptide sequence is HTQGYFPDW. The binding affinity (normalized) is 0.851. (7) The peptide sequence is KLYGLSQGY. The MHC is HLA-A11:01 with pseudo-sequence HLA-A11:01. The binding affinity (normalized) is 0.506. (8) The peptide sequence is LPEFERRTL. The MHC is HLA-A11:01 with pseudo-sequence HLA-A11:01. The binding affinity (normalized) is 0.0847. (9) The peptide sequence is CGRSCTSSL. The MHC is BoLA-AW10 with pseudo-sequence BoLA-AW10. The binding affinity (normalized) is 0.0641.